The task is: Predict the reactants needed to synthesize the given product.. This data is from Full USPTO retrosynthesis dataset with 1.9M reactions from patents (1976-2016). Given the product [F:1][C:2]1[CH:3]=[CH:4][C:5]2[O:9][CH2:10][CH:11]([CH2:13][OH:12])[O:8][C:6]=2[CH:7]=1, predict the reactants needed to synthesize it. The reactants are: [F:1][C:2]1[CH:3]=[CH:4][C:5]([O:9][CH2:10][CH:11]2[CH2:13][O:12]2)=[C:6]([OH:8])[CH:7]=1.